This data is from Full USPTO retrosynthesis dataset with 1.9M reactions from patents (1976-2016). The task is: Predict the reactants needed to synthesize the given product. (1) Given the product [CH3:1][CH:2]([O:4][C:5](=[O:22])[NH:6][C@H:7]1[C:16]2[C:11](=[CH:12][CH:13]=[C:14]([C:28]3[CH:29]=[CH:30][C:25]([CH:23]=[O:24])=[CH:26][CH:27]=3)[CH:15]=2)[N:10]([C:18](=[O:20])[CH3:19])[C@@H:9]([CH3:21])[CH2:8]1)[CH3:3], predict the reactants needed to synthesize it. The reactants are: [CH3:1][CH:2]([O:4][C:5](=[O:22])[NH:6][C@H:7]1[C:16]2[C:11](=[CH:12][CH:13]=[C:14](Br)[CH:15]=2)[N:10]([C:18](=[O:20])[CH3:19])[C@@H:9]([CH3:21])[CH2:8]1)[CH3:3].[CH:23]([C:25]1[CH:30]=[CH:29][C:28](B(O)O)=[CH:27][CH:26]=1)=[O:24].C([O-])([O-])=O.[K+].[K+]. (2) Given the product [O:12]1[CH:13]=[CH:14][C:10]([NH:9][S:8]([C:5]2[CH:4]=[C:3]3[C:2](=[CH:7][CH:6]=2)[N:78]([C:77]2[CH:79]=[CH:80][CH:81]=[CH:82][C:76]=2[O:75][CH3:74])[C:19](=[O:21])[CH:18]=[CH:17]3)(=[O:15])=[O:16])=[N:11]1, predict the reactants needed to synthesize it. The reactants are: I[C:2]1[CH:7]=[CH:6][C:5]([S:8](=[O:16])(=[O:15])[NH:9][C:10]2[CH:14]=[CH:13][O:12][N:11]=2)=[CH:4][C:3]=1/[CH:17]=[CH:18]/[C:19]([O:21]CC)=O.CC1(C)C2C(=C(P(C3C=CC=CC=3)C3C=CC=CC=3)C=CC=2)OC2C(P(C3C=CC=CC=3)C3C=CC=CC=3)=CC=CC1=2.P([O-])([O-])([O-])=O.[K+].[K+].[K+].[CH3:74][O:75][C:76]1[CH:82]=[CH:81][CH:80]=[CH:79][C:77]=1[NH2:78]. (3) Given the product [C:1]([C@@:15]12[CH2:14][CH2:13][C:12]3[CH:11]=[C:10]([O:9][CH3:8])[CH:27]=[CH:26][C:25]=3[C@H:24]1[C:23](=[O:28])[CH2:22][C@@:20]1([CH3:21])[C@H:16]2[CH2:17][CH2:18][C@@H:19]1[O:29][CH:30]1[CH2:35][CH2:34][CH2:33][CH2:32][O:31]1)#[N:2], predict the reactants needed to synthesize it. The reactants are: [C-:1]#[N:2].C([Al+]CC)C.[CH3:8][O:9][C:10]1[CH:27]=[CH:26][C:25]2[C:24]3[C:23](=[O:28])[CH2:22][C@@:20]4([CH3:21])[C@@H:16]([CH2:17][CH2:18][C@@H:19]4[O:29][CH:30]4[CH2:35][CH2:34][CH2:33][CH2:32][O:31]4)[C:15]=3[CH2:14][CH2:13][C:12]=2[CH:11]=1.[OH-].[Na+]. (4) Given the product [N:1]1[C:10]2[C:5](=[CH:6][C:7]([C:11]([Cl:22])=[O:13])=[CH:8][CH:9]=2)[CH:4]=[CH:3][CH:2]=1, predict the reactants needed to synthesize it. The reactants are: [N:1]1[C:10]2[C:5](=[CH:6][C:7]([C:11]([OH:13])=O)=[CH:8][CH:9]=2)[CH:4]=[CH:3][CH:2]=1.CN(C)C=O.C(Cl)(=O)C([Cl:22])=O. (5) Given the product [N:1]1[CH:6]=[CH:5][CH:4]=[CH:3][C:2]=1[C:7]1[N:11]2[CH2:12][CH2:13][NH:14][CH2:15][C:10]2=[N:9][N:8]=1, predict the reactants needed to synthesize it. The reactants are: [N:1]1[CH:6]=[CH:5][CH:4]=[CH:3][C:2]=1[C:7]1[N:11]2[CH2:12][CH2:13][N:14](C(OC(C)(C)C)=O)[CH2:15][C:10]2=[N:9][N:8]=1.C(O)(C(F)(F)F)=O. (6) Given the product [Cl:18][C:19]1[CH:20]=[C:21]([S:26]([NH:1][C:2]2[CH:11]=[CH:10][CH:9]=[CH:8][C:3]=2[C:4]([O:6][CH3:7])=[O:5])(=[O:27])=[O:28])[CH:22]=[CH:23][C:24]=1[Cl:25], predict the reactants needed to synthesize it. The reactants are: [NH2:1][C:2]1[CH:11]=[CH:10][CH:9]=[CH:8][C:3]=1[C:4]([O:6][CH3:7])=[O:5].N1C=CC=CC=1.[Cl:18][C:19]1[CH:20]=[C:21]([S:26](Cl)(=[O:28])=[O:27])[CH:22]=[CH:23][C:24]=1[Cl:25]. (7) Given the product [C:8]1([C:5]2[CH:6]=[CH:7][C:2]([B:33]([OH:34])[OH:32])=[CH:3][CH:4]=2)[C:17]2[C:12](=[CH:13][CH:14]=[CH:15][CH:16]=2)[CH:11]=[CH:10][CH:9]=1, predict the reactants needed to synthesize it. The reactants are: Br[C:2]1[CH:7]=[CH:6][C:5]([C:8]2[C:17]3[C:12](=[CH:13][CH:14]=[CH:15][CH:16]=3)[CH:11]=[CH:10][CH:9]=2)=[CH:4][CH:3]=1.CCCCCC.C([Li])CCC.C([O:32][B:33](OC(C)C)[O:34]C(C)C)(C)C.Cl.